Dataset: NCI-60 drug combinations with 297,098 pairs across 59 cell lines. Task: Regression. Given two drug SMILES strings and cell line genomic features, predict the synergy score measuring deviation from expected non-interaction effect. (1) Drug 1: C1=CN(C(=O)N=C1N)C2C(C(C(O2)CO)O)O.Cl. Drug 2: COC1=NC(=NC2=C1N=CN2C3C(C(C(O3)CO)O)O)N. Cell line: DU-145. Synergy scores: CSS=25.1, Synergy_ZIP=0.561, Synergy_Bliss=-1.57, Synergy_Loewe=-41.5, Synergy_HSA=-3.93. (2) Synergy scores: CSS=25.2, Synergy_ZIP=0.619, Synergy_Bliss=-2.07, Synergy_Loewe=-4.14, Synergy_HSA=-3.56. Drug 1: C1CCC(CC1)NC(=O)N(CCCl)N=O. Cell line: K-562. Drug 2: CCN(CC)CCNC(=O)C1=C(NC(=C1C)C=C2C3=C(C=CC(=C3)F)NC2=O)C. (3) Drug 2: C1CN(CCN1C(=O)CCBr)C(=O)CCBr. Synergy scores: CSS=39.3, Synergy_ZIP=0.885, Synergy_Bliss=0.0939, Synergy_Loewe=-13.3, Synergy_HSA=0.957. Cell line: SK-OV-3. Drug 1: CC1=C2C(C(=O)C3(C(CC4C(C3C(C(C2(C)C)(CC1OC(=O)C(C(C5=CC=CC=C5)NC(=O)OC(C)(C)C)O)O)OC(=O)C6=CC=CC=C6)(CO4)OC(=O)C)OC)C)OC. (4) Cell line: NCI-H322M. Synergy scores: CSS=8.72, Synergy_ZIP=-3.03, Synergy_Bliss=5.04, Synergy_Loewe=-4.89, Synergy_HSA=-3.13. Drug 2: C1=NC(=NC(=O)N1C2C(C(C(O2)CO)O)O)N. Drug 1: CC1=C2C(C(=O)C3(C(CC4C(C3C(C(C2(C)C)(CC1OC(=O)C(C(C5=CC=CC=C5)NC(=O)OC(C)(C)C)O)O)OC(=O)C6=CC=CC=C6)(CO4)OC(=O)C)O)C)O. (5) Drug 1: CC1=C2C(C(=O)C3(C(CC4C(C3C(C(C2(C)C)(CC1OC(=O)C(C(C5=CC=CC=C5)NC(=O)OC(C)(C)C)O)O)OC(=O)C6=CC=CC=C6)(CO4)OC(=O)C)OC)C)OC. Drug 2: CN1C(=O)N2C=NC(=C2N=N1)C(=O)N. Cell line: SW-620. Synergy scores: CSS=39.2, Synergy_ZIP=0.577, Synergy_Bliss=-1.01, Synergy_Loewe=-15.8, Synergy_HSA=0.212. (6) Drug 1: CC1=C(N=C(N=C1N)C(CC(=O)N)NCC(C(=O)N)N)C(=O)NC(C(C2=CN=CN2)OC3C(C(C(C(O3)CO)O)O)OC4C(C(C(C(O4)CO)O)OC(=O)N)O)C(=O)NC(C)C(C(C)C(=O)NC(C(C)O)C(=O)NCCC5=NC(=CS5)C6=NC(=CS6)C(=O)NCCC[S+](C)C)O. Drug 2: CN(C(=O)NC(C=O)C(C(C(CO)O)O)O)N=O. Cell line: SF-268. Synergy scores: CSS=43.4, Synergy_ZIP=-1.31, Synergy_Bliss=-1.79, Synergy_Loewe=-35.6, Synergy_HSA=-0.526. (7) Drug 1: CC(C1=C(C=CC(=C1Cl)F)Cl)OC2=C(N=CC(=C2)C3=CN(N=C3)C4CCNCC4)N. Drug 2: COC1=NC(=NC2=C1N=CN2C3C(C(C(O3)CO)O)O)N. Cell line: ACHN. Synergy scores: CSS=4.07, Synergy_ZIP=-2.93, Synergy_Bliss=-2.59, Synergy_Loewe=-7.81, Synergy_HSA=-2.79. (8) Drug 1: CC1=C(C=C(C=C1)C(=O)NC2=CC(=CC(=C2)C(F)(F)F)N3C=C(N=C3)C)NC4=NC=CC(=N4)C5=CN=CC=C5. Drug 2: C1=NC(=NC(=O)N1C2C(C(C(O2)CO)O)O)N. Cell line: SK-MEL-5. Synergy scores: CSS=-0.523, Synergy_ZIP=0.281, Synergy_Bliss=5.27, Synergy_Loewe=-8.62, Synergy_HSA=-5.09.